This data is from Catalyst prediction with 721,799 reactions and 888 catalyst types from USPTO. The task is: Predict which catalyst facilitates the given reaction. (1) Reactant: [CH:1]1[C:9]2[C:8]3[CH:10]=[CH:11][CH:12]=[CH:13][C:7]=3[O:6][C:5]=2[C:4]([Si:14]([C:27]2[CH:32]=[CH:31][CH:30]=[CH:29][CH:28]=2)([C:21]2[CH:26]=[CH:25][CH:24]=[CH:23][CH:22]=2)[C:15]2[CH:20]=[CH:19][CH:18]=[CH:17][CH:16]=2)=[CH:3][CH:2]=1.C([Li])CCC.CCCCCC.[I:44]I. Product: [I:44][C:13]1[C:7]2[O:6][C:5]3[C:4]([Si:14]([C:27]4[CH:32]=[CH:31][CH:30]=[CH:29][CH:28]=4)([C:21]4[CH:22]=[CH:23][CH:24]=[CH:25][CH:26]=4)[C:15]4[CH:20]=[CH:19][CH:18]=[CH:17][CH:16]=4)=[CH:3][CH:2]=[CH:1][C:9]=3[C:8]=2[CH:10]=[CH:11][CH:12]=1. The catalyst class is: 116. (2) Reactant: [Cl:1][C:2]1[CH:7]=[CH:6][C:5]([C:8]2[N:9]=[C:10]3[N:14]([C:15]=2[CH2:16][OH:17])[CH:13]=[C:12]([C:18]([O-:20])=O)[S:11]3)=[CH:4][CH:3]=1.[Na+].[CH2:22]([NH2:25])[CH2:23][CH3:24].CN(C(ON1N=NC2C=CC=CC1=2)=[N+](C)C)C.[B-](F)(F)(F)F.C(N(CC)CC)C. Product: [Cl:1][C:2]1[CH:3]=[CH:4][C:5]([C:8]2[N:9]=[C:10]3[N:14]([C:15]=2[CH2:16][OH:17])[CH:13]=[C:12]([C:18]([NH:25][CH2:22][CH2:23][CH3:24])=[O:20])[S:11]3)=[CH:6][CH:7]=1. The catalyst class is: 3. (3) Reactant: [C:1]([O:5][C:6]([N:8]1[CH2:13][CH2:12][CH:11]([O:14][C:15]2[CH:24]=[C:23]([F:25])[CH:22]=[CH:21][C:16]=2[C:17]([O:19]C)=[O:18])[CH2:10][CH2:9]1)=[O:7])([CH3:4])([CH3:3])[CH3:2].[Li+].[OH-].CO.C1COCC1. Product: [C:1]([O:5][C:6]([N:8]1[CH2:13][CH2:12][CH:11]([O:14][C:15]2[CH:24]=[C:23]([F:25])[CH:22]=[CH:21][C:16]=2[C:17]([OH:19])=[O:18])[CH2:10][CH2:9]1)=[O:7])([CH3:4])([CH3:2])[CH3:3]. The catalyst class is: 25. (4) Reactant: [C:1]1([C@H:7]2[CH2:12][CH2:11][CH2:10][CH2:9][C@H:8]2[N:13]2[CH2:18][CH2:17][C:16](=[O:19])[CH2:15][CH2:14]2)[CH:6]=[CH:5][CH:4]=[CH:3][CH:2]=1.C1([CH:26]2CCCC[C:27]2=[O:32])C=CC=CC=1.O1C2(CCNCC2)OCC1.O.C1(C)C=CC(S(O)(=O)=O)=CC=1.C(O[BH-](OC(=O)C)OC(=O)C)(=O)C.[Na+].[OH-].[Na+]. Product: [C:1]1([C@H:7]2[CH2:12][CH2:11][CH2:10][CH2:9][C@H:8]2[N:13]2[CH2:18][CH2:17][C:16]3([O:32][CH2:27][CH2:26][O:19]3)[CH2:15][CH2:14]2)[CH:2]=[CH:3][CH:4]=[CH:5][CH:6]=1. The catalyst class is: 11. (5) Reactant: [Cl:1][C:2]1[CH:7]=[CH:6][C:5]([N:8]2[CH2:13][CH2:12][N:11]3[CH:14]([C:18]4[CH:38]=[CH:37][C:21]([O:22][CH2:23][CH2:24][CH2:25][N:26]5C(=O)C6C(=CC=CC=6)C5=O)=[C:20]([CH3:39])[C:19]=4[CH3:40])[CH2:15][CH2:16][CH2:17][CH:10]3[CH2:9]2)=[CH:4][C:3]=1[O:41][CH3:42]. Product: [Cl:1][C:2]1[CH:7]=[CH:6][C:5]([N:8]2[CH2:13][CH2:12][N:11]3[CH:14]([C:18]4[CH:38]=[CH:37][C:21]([O:22][CH2:23][CH2:24][CH2:25][NH2:26])=[C:20]([CH3:39])[C:19]=4[CH3:40])[CH2:15][CH2:16][CH2:17][CH:10]3[CH2:9]2)=[CH:4][C:3]=1[O:41][CH3:42]. The catalyst class is: 271. (6) Reactant: [Br:1][C:2]1[CH:11]=[CH:10][C:5]([CH2:6][NH:7][CH:8]=O)=[CH:4][C:3]=1[CH3:12].P(Cl)(Cl)(Cl)=O.O.C(=O)([O-])O.[Na+]. Product: [Br:1][C:2]1[CH:11]=[CH:10][C:5]([CH2:6][N+:7]#[C-:8])=[CH:4][C:3]=1[CH3:12]. The catalyst class is: 96. (7) Reactant: [CH:1]([S:4]([C:7]1[CH:12]=[CH:11][C:10]([C:13]2[N:14]=[C:15]3[CH:21]=[CH:20][NH:19][C:16]3=[N:17][CH:18]=2)=[CH:9][CH:8]=1)(=[O:6])=[O:5])([CH3:3])[CH3:2].[I:22]Cl.C(Cl)Cl. The catalyst class is: 17. Product: [I:22][C:21]1[C:15]2[C:16](=[N:17][CH:18]=[C:13]([C:10]3[CH:9]=[CH:8][C:7]([S:4]([CH:1]([CH3:3])[CH3:2])(=[O:6])=[O:5])=[CH:12][CH:11]=3)[N:14]=2)[NH:19][CH:20]=1. (8) Reactant: [CH3:1][O:2][C:3]1[CH:4]=[C:5]([CH2:10][CH2:11][N:12]2[CH2:17][CH2:16][N:15]([CH2:18][CH2:19][CH2:20][C:21]3[CH:26]=[CH:25][CH:24]=[CH:23][CH:22]=3)[CH2:14][CH2:13]2)[CH:6]=[CH:7][C:8]=1[OH:9].[ClH:27]. Product: [ClH:27].[ClH:27].[CH3:1][O:2][C:3]1[CH:4]=[C:5]([CH2:10][CH2:11][N:12]2[CH2:13][CH2:14][N:15]([CH2:18][CH2:19][CH2:20][C:21]3[CH:26]=[CH:25][CH:24]=[CH:23][CH:22]=3)[CH2:16][CH2:17]2)[CH:6]=[CH:7][C:8]=1[OH:9]. The catalyst class is: 8.